From a dataset of Full USPTO retrosynthesis dataset with 1.9M reactions from patents (1976-2016). Predict the reactants needed to synthesize the given product. The reactants are: [NH2:1][C:2]1[CH:3]=[C:4]2[C:8](=[CH:9][CH:10]=1)[N:7]([CH2:11][CH2:12][CH2:13][CH2:14][CH3:15])[C:6](=[O:16])[C:5]12[CH2:18][CH2:17]1.[F:19][C:20]([F:31])([F:30])[C:21](O[C:21](=[O:22])[C:20]([F:31])([F:30])[F:19])=[O:22].CCN(CC)CC. Given the product [F:19][C:20]([F:31])([F:30])[C:21]([NH:1][C:2]1[CH:3]=[C:4]2[C:8](=[CH:9][CH:10]=1)[N:7]([CH2:11][CH2:12][CH2:13][CH2:14][CH3:15])[C:6](=[O:16])[C:5]12[CH2:18][CH2:17]1)=[O:22], predict the reactants needed to synthesize it.